Task: Predict the reactants needed to synthesize the given product.. Dataset: Full USPTO retrosynthesis dataset with 1.9M reactions from patents (1976-2016) (1) The reactants are: O[C:2]1[CH:3]=[C:4]2[C:8](=[CH:9][CH:10]=1)[NH:7][CH:6]=[CH:5]2.C(OCC1C=C(Cl)N=CN=1)C1C=CC=CC=1.C1CCN2C(=NCCC2)CC1. Given the product [NH:7]1[C:8]2[C:4](=[CH:3][CH:2]=[CH:10][CH:9]=2)[CH:5]=[CH:6]1, predict the reactants needed to synthesize it. (2) Given the product [CH3:1][C:2]1([CH3:46])[O:7][C:6]2[CH:8]=[CH:9][C:10]([C@@H:12]([OH:16])[CH2:13][NH:14][CH2:18][CH2:19][CH2:20][CH2:21][CH2:22][CH2:23][O:24][CH2:25][CH2:26][CH2:27][CH2:28][C:29]3[CH:30]=[C:31]([NH:35][C:36]([NH:38][C:39]4[CH:40]=[CH:41][C:42]([F:45])=[CH:43][CH:44]=4)=[O:37])[CH:32]=[CH:33][CH:34]=3)=[CH:11][C:5]=2[CH2:4][O:3]1, predict the reactants needed to synthesize it. The reactants are: [CH3:1][C:2]1([CH3:46])[O:7][C:6]2[CH:8]=[CH:9][C:10]([C@H:12]3[O:16]C(=O)[N:14]([CH2:18][CH2:19][CH2:20][CH2:21][CH2:22][CH2:23][O:24][CH2:25][CH2:26][CH2:27][CH2:28][C:29]4[CH:30]=[C:31]([NH:35][C:36]([NH:38][C:39]5[CH:44]=[CH:43][C:42]([F:45])=[CH:41][CH:40]=5)=[O:37])[CH:32]=[CH:33][CH:34]=4)[CH2:13]3)=[CH:11][C:5]=2[CH2:4][O:3]1.C[Si](C)(C)[O-].[K+].